This data is from Full USPTO retrosynthesis dataset with 1.9M reactions from patents (1976-2016). The task is: Predict the reactants needed to synthesize the given product. (1) Given the product [C:8]([N:5]1[CH2:4][CH2:3][C:2]2([CH2:7][C:2](=[O:1])[C:3]3[C:16](=[CH:17][CH:18]=[CH:19][CH:4]=3)[O:1]2)[CH2:7][CH2:6]1)([O:10][C:11]([CH3:14])([CH3:13])[CH3:12])=[O:9], predict the reactants needed to synthesize it. The reactants are: [O:1]=[C:2]1[CH2:7][CH2:6][N:5]([C:8]([O:10][C:11]([CH3:14])([CH3:13])[CH3:12])=[O:9])[CH2:4][CH2:3]1.N1[CH2:19][CH2:18][CH2:17][CH2:16]1. (2) The reactants are: [CH:1]([C:4]1[CH:9]=[C:8]([C:10]2[C:11]([OH:19])=[C:12]([O:17][CH3:18])[CH:13]=[C:14]([CH3:16])[CH:15]=2)[C:7]([OH:20])=[CH:6][C:5]=1[CH3:21])([CH3:3])[CH3:2].[CH2:22]([Li])[CH2:23][CH2:24][CH3:25].Cl[P:28]1[O:32][C:31]([C:39]2[CH:44]=[CH:43][CH:42]=[CH:41][CH:40]=2)([C:33]2[CH:38]=[CH:37][CH:36]=[CH:35][CH:34]=2)[C:30]([C:51]2[CH:56]=[CH:55][CH:54]=[CH:53][CH:52]=2)([C:45]2[CH:50]=[CH:49][CH:48]=[CH:47][CH:46]=2)[O:29]1. Given the product [CH:1]([C:4]1[C:5]([CH3:21])=[CH:6][C:7]([O:20][P:28]2[O:32][C:31]([C:39]3[CH:44]=[CH:43][CH:42]=[CH:41][CH:40]=3)([C:33]3[CH:38]=[CH:37][CH:36]=[CH:35][CH:34]=3)[C:30]([C:51]3[CH:56]=[CH:55][CH:54]=[CH:53][CH:52]=3)([C:45]3[CH:50]=[CH:49][CH:48]=[CH:47][CH:46]=3)[O:29]2)=[C:8]([C:10]2[CH:15]=[C:14]([CH3:16])[CH:13]=[C:12]([O:17][CH3:18])[C:11]=2[O:19][P:28]2[O:32][C:24]([C:39]3[CH:44]=[CH:43][CH:42]=[CH:41][CH:40]=3)([C:23]3[CH:22]=[CH:31][CH:30]=[CH:51][CH:52]=3)[C:25]([C:38]3[CH:33]=[CH:34][CH:35]=[CH:36][CH:37]=3)([C:45]3[CH:50]=[CH:49][CH:48]=[CH:47][CH:46]=3)[O:29]2)[CH:9]=1)([CH3:3])[CH3:2], predict the reactants needed to synthesize it. (3) The reactants are: [CH:1](NC(C)C)([CH3:3])[CH3:2].[Li].C([Li])CCC.[CH3:14][C:15]1[CH:20]=[N:19][CH:18]=[CH:17][N:16]=1.C(Br)C=C.[Cl-].[NH4+]. Given the product [N:16]1[CH:17]=[CH:18][N:19]=[CH:20][C:15]=1[CH2:14][CH2:3][CH:1]=[CH2:2], predict the reactants needed to synthesize it. (4) The reactants are: CO[C:3](=[S:18])[CH2:4][CH:5]([C:12]1[CH:17]=[CH:16][CH:15]=[CH:14][CH:13]=1)[C:6]1[CH:11]=[CH:10][CH:9]=[CH:8][CH:7]=1.CO.[NH3:21]. Given the product [C:6]1([CH:5]([CH2:4][C:3]([NH2:21])=[S:18])[C:12]2[CH:17]=[CH:16][CH:15]=[CH:14][CH:13]=2)[CH:11]=[CH:10][CH:9]=[CH:8][CH:7]=1, predict the reactants needed to synthesize it. (5) Given the product [CH3:8][C:3]1[CH:4]=[CH:5][CH:6]=[CH:7][C:2]=1[C:17](=[O:20])[CH2:16][CH2:15][CH2:14][N:9]1[CH2:13][CH2:12][CH2:11][CH2:10]1, predict the reactants needed to synthesize it. The reactants are: I[C:2]1[CH:7]=[CH:6][CH:5]=[CH:4][C:3]=1[CH3:8].[N:9]1([CH2:14][CH2:15][CH2:16][C:17]#N)[CH2:13][CH2:12][CH2:11][CH2:10]1.C(O)(C(F)(F)F)=[O:20].CC#N. (6) Given the product [CH2:1]([O:3][C:4]([C@H:6]1[CH2:7][CH2:8][O:9][CH2:10][C@H:11]1[C:12]1[CH:13]=[CH:14][C:15]([C:18]2[CH:23]=[CH:22][CH:21]=[CH:20][CH:19]=2)=[CH:16][CH:17]=1)=[O:5])[CH3:2], predict the reactants needed to synthesize it. The reactants are: [CH2:1]([O:3][C:4]([C:6]1[CH2:7][CH2:8][O:9][CH2:10][C:11]=1[C:12]1[CH:17]=[CH:16][C:15]([C:18]2[CH:23]=[CH:22][CH:21]=[CH:20][CH:19]=2)=[CH:14][CH:13]=1)=[O:5])[CH3:2].C(O)C.[H][H].C(OCC)(=O)C.